From a dataset of Reaction yield outcomes from USPTO patents with 853,638 reactions. Predict the reaction yield, written as a fraction of the theoretical maximum amount of product (1.0 means a 100% yield; for example, 0.34 means a 34% yield). (1) The reactants are [C:1]([O:5][C:6]([NH:8][C:9]1[S:10][CH:11]=[C:12](/[C:14](=[N:31]/[O:32][C:33]2([C:36]([O:38][CH:39]([C:46]3[CH:51]=[CH:50][CH:49]=[CH:48][CH:47]=3)[C:40]3[CH:45]=[CH:44][CH:43]=[CH:42][CH:41]=3)=[O:37])[CH2:35][CH2:34]2)/[C:15]([NH:17][C@@H:18]2[C:21](=[O:22])[NH:20][C@@H:19]2[CH2:23][N:24]2[N:28]=[C:27]([CH2:29][OH:30])[CH:26]=[N:25]2)=[O:16])[N:13]=1)=[O:7])([CH3:4])([CH3:3])[CH3:2]. The catalyst is C1COCC1.O=[Mn]=O. The product is [C:1]([O:5][C:6]([NH:8][C:9]1[S:10][CH:11]=[C:12](/[C:14](=[N:31]/[O:32][C:33]2([C:36]([O:38][CH:39]([C:46]3[CH:51]=[CH:50][CH:49]=[CH:48][CH:47]=3)[C:40]3[CH:41]=[CH:42][CH:43]=[CH:44][CH:45]=3)=[O:37])[CH2:34][CH2:35]2)/[C:15]([NH:17][C@@H:18]2[C:21](=[O:22])[NH:20][C@@H:19]2[CH2:23][N:24]2[N:28]=[C:27]([CH:29]=[O:30])[CH:26]=[N:25]2)=[O:16])[N:13]=1)=[O:7])([CH3:4])([CH3:2])[CH3:3]. The yield is 0.680. (2) The product is [CH3:1][O:2][C:3]1[CH:4]=[C:5]2[C:9](=[CH:10][CH:11]=1)[CH:8]([CH2:12][C:13]([OH:15])=[O:14])[CH2:7][CH2:6]2. The catalyst is CCO.O. The yield is 0.830. The reactants are [CH3:1][O:2][C:3]1[CH:4]=[C:5]2[C:9](=[CH:10][CH:11]=1)[CH:8]([CH2:12][C:13]([O:15]CC)=[O:14])[CH2:7][CH2:6]2.[OH-].[Na+]. (3) The reactants are [C:1]([O:5][C:6]([NH:8][CH2:9][CH2:10][CH2:11][CH2:12][CH2:13][NH2:14])=[O:7])([CH3:4])([CH3:3])[CH3:2].C(N(CC)CC)C.[Cl:22][CH2:23][CH2:24][S:25](Cl)(=[O:27])=[O:26]. The catalyst is ClCCl. The product is [C:1]([O:5][C:6]([NH:8][CH2:9][CH2:10][CH2:11][CH2:12][CH2:13][NH:14][S:25]([CH2:24][CH2:23][Cl:22])(=[O:27])=[O:26])=[O:7])([CH3:4])([CH3:3])[CH3:2]. The yield is 1.00. (4) The reactants are [CH2:1]([C:3]1[C:8](=[O:9])[NH:7][C:6]([CH3:10])=[C:5]([C:11]2[S:15][C:14]([S:16]([Cl:19])(=[O:18])=[O:17])=[CH:13][CH:12]=2)[CH:4]=1)[CH3:2].[CH2:20]([N:22]([CH2:27][CH3:28])[CH2:23][CH2:24][CH2:25][NH2:26])[CH3:21]. No catalyst specified. The product is [ClH:19].[CH2:20]([N:22]([CH2:27][CH3:28])[CH2:23][CH2:24][CH2:25][NH:26][S:16]([C:14]1[S:15][C:11]([C:5]2[CH:4]=[C:3]([CH2:1][CH3:2])[C:8](=[O:9])[NH:7][C:6]=2[CH3:10])=[CH:12][CH:13]=1)(=[O:18])=[O:17])[CH3:21]. The yield is 0.500. (5) The reactants are [CH3:1][O:2][C:3]([C:5]1[CH:6]=[C:7]2[C:12](=[CH:13][CH:14]=1)[N:11]=[CH:10][C:9]([O:15][C:16]1[C:21]([Cl:22])=[CH:20][C:19]([NH2:23])=[CH:18][C:17]=1[Cl:24])=[CH:8]2)=[O:4].[Cl:25][C:26]1[CH:31]=[C:30]([Cl:32])[CH:29]=[CH:28][C:27]=1[S:33](Cl)(=[O:35])=[O:34].N1C=CC=CC=1.C([O-])(O)=O.[Na+]. No catalyst specified. The product is [CH3:1][O:2][C:3]([C:5]1[CH:6]=[C:7]2[C:12](=[CH:13][CH:14]=1)[N:11]=[CH:10][C:9]([O:15][C:16]1[C:17]([Cl:24])=[CH:18][C:19]([NH:23][S:33]([C:27]3[CH:28]=[CH:29][C:30]([Cl:32])=[CH:31][C:26]=3[Cl:25])(=[O:35])=[O:34])=[CH:20][C:21]=1[Cl:22])=[CH:8]2)=[O:4]. The yield is 0.410.